From a dataset of Peptide-MHC class I binding affinity with 185,985 pairs from IEDB/IMGT. Regression. Given a peptide amino acid sequence and an MHC pseudo amino acid sequence, predict their binding affinity value. This is MHC class I binding data. (1) The binding affinity (normalized) is 0.311. The MHC is HLA-A03:01 with pseudo-sequence HLA-A03:01. The peptide sequence is KLMPICMDV. (2) The peptide sequence is VYALYGMWPL. The MHC is Patr-A0701 with pseudo-sequence Patr-A0701. The binding affinity (normalized) is 0.589. (3) The peptide sequence is GELRKAICL. The MHC is HLA-A11:01 with pseudo-sequence HLA-A11:01. The binding affinity (normalized) is 0.0847. (4) The peptide sequence is EEKAFSPEV. The MHC is HLA-B18:01 with pseudo-sequence HLA-B18:01. The binding affinity (normalized) is 0.291. (5) The peptide sequence is QPFLALGFFL. The MHC is HLA-B35:01 with pseudo-sequence HLA-B35:01. The binding affinity (normalized) is 0.510. (6) The peptide sequence is RQNRSQYLF. The MHC is HLA-B15:03 with pseudo-sequence HLA-B15:03. The binding affinity (normalized) is 1.00. (7) The MHC is HLA-B54:01 with pseudo-sequence HLA-B54:01. The binding affinity (normalized) is 0. The peptide sequence is FRKAQIQGL. (8) The peptide sequence is MRRGDLPVWL. The MHC is HLA-B08:01 with pseudo-sequence HLA-B08:01. The binding affinity (normalized) is 0.199.